Dataset: Catalyst prediction with 721,799 reactions and 888 catalyst types from USPTO. Task: Predict which catalyst facilitates the given reaction. (1) Reactant: [CH2:1]([O:8][C:9]([N:11]1[CH2:15][C@H:14]([O:16][CH2:17][C:18]2[CH:23]=[CH:22][C:21]([O:24][CH3:25])=[CH:20][CH:19]=2)[CH2:13][C@H:12]1[C:26](O)=[O:27])=[O:10])[C:2]1[CH:7]=[CH:6][CH:5]=[CH:4][CH:3]=1.N. Product: [CH2:1]([O:8][C:9]([N:11]1[CH2:15][C@H:14]([O:16][CH2:17][C:18]2[CH:23]=[CH:22][C:21]([O:24][CH3:25])=[CH:20][CH:19]=2)[CH2:13][C@H:12]1[CH2:26][OH:27])=[O:10])[C:2]1[CH:7]=[CH:6][CH:5]=[CH:4][CH:3]=1. The catalyst class is: 171. (2) Reactant: [F:1][C@H:2]1[CH2:19][C@@:17]2([CH3:18])[C@@H:13]([CH2:14][CH2:15][C:16]2=[O:20])[C@H:12]2[C@H:3]1[C:4]1[CH:5]=[CH:6][C:7]([OH:43])=[CH:8][C:9]=1[CH2:10][C@H:11]2[CH2:21][CH2:22][CH2:23][CH2:24][CH2:25][N:26]([CH3:42])[CH2:27][CH2:28][CH2:29][CH2:30][CH2:31][CH2:32][CH2:33][CH2:34][C:35]([F:41])([F:40])[C:36]([F:39])([F:38])[F:37].[BH4-].[Na+]. Product: [F:1][C@H:2]1[CH2:19][C@@:17]2([CH3:18])[C@@H:13]([CH2:14][CH2:15][C@@H:16]2[OH:20])[C@H:12]2[C@H:3]1[C:4]1[CH:5]=[CH:6][C:7]([OH:43])=[CH:8][C:9]=1[CH2:10][C@H:11]2[CH2:21][CH2:22][CH2:23][CH2:24][CH2:25][N:26]([CH3:42])[CH2:27][CH2:28][CH2:29][CH2:30][CH2:31][CH2:32][CH2:33][CH2:34][C:35]([F:40])([F:41])[C:36]([F:37])([F:38])[F:39]. The catalyst class is: 5. (3) Reactant: [N:1]([CH2:4][CH2:5][CH2:6][CH2:7][CH2:8][CH2:9][CH2:10]OS(C1C=CC(C)=CC=1)(=O)=O)=[N+:2]=[N-:3].[Cl:22][C:23]1[CH:28]=[CH:27][C:26]([OH:29])=[CH:25][CH:24]=1.C([O-])([O-])=O.[K+].[K+]. Product: [N:1]([CH2:4][CH2:5][CH2:6][CH2:7][CH2:8][CH2:9][CH2:10][O:29][C:26]1[CH:27]=[CH:28][C:23]([Cl:22])=[CH:24][CH:25]=1)=[N+:2]=[N-:3]. The catalyst class is: 3. (4) Reactant: [CH2:1]1[C:9]2[C:4](=[CH:5][CH:6]=[CH:7][CH:8]=2)[CH2:3][CH:2]1[CH2:10][CH2:11]O.N1C=CN=C1.C1(P(C2C=CC=CC=2)C2C=CC=CC=2)C=CC=CC=1.[I-:37]. Product: [I:37][CH2:11][CH2:10][CH:2]1[CH2:3][C:4]2[C:9](=[CH:8][CH:7]=[CH:6][CH:5]=2)[CH2:1]1. The catalyst class is: 11. (5) The catalyst class is: 7. Product: [CH3:1][N:2]([S:23]([C:26]1[S:27][CH:28]=[CH:29][CH:30]=1)(=[O:24])=[O:25])[C:3]1[CH:4]=[CH:5][CH:6]=[C:7]2[C:11]=1[NH:10][C:9]([C:12]1[S:40][C:16]([C:17]([O:19][CH2:20][CH3:21])=[O:18])=[N:15][N:14]=1)=[CH:8]2. Reactant: [CH3:1][N:2]([S:23]([C:26]1[S:27][CH:28]=[CH:29][CH:30]=1)(=[O:25])=[O:24])[C:3]1[CH:4]=[CH:5][CH:6]=[C:7]2[C:11]=1[NH:10][C:9]([C:12]([NH:14][NH:15][C:16](=O)[C:17]([O:19][CH2:20][CH3:21])=[O:18])=O)=[CH:8]2.COC1C=CC(P2(SP(C3C=CC(OC)=CC=3)(=S)S2)=[S:40])=CC=1. (6) Reactant: [CH:1]([N:5]1[CH:13]=[N:12][C:11]2[C:6]1=[N:7][C:8]([N:21]1[CH2:26][CH2:25][O:24][CH2:23][CH2:22]1)=[N:9][C:10]=2[C:14]1[CH:15]=[N:16][C:17]([NH2:20])=[N:18][CH:19]=1)([CH2:3][CH3:4])[CH3:2].C1C(=O)N([Br:34])C(=O)C1. The catalyst class is: 22. Product: [Br:34][C:13]1[N:5]([CH:1]([CH2:3][CH3:4])[CH3:2])[C:6]2[C:11]([N:12]=1)=[C:10]([C:14]1[CH:15]=[N:16][C:17]([NH2:20])=[N:18][CH:19]=1)[N:9]=[C:8]([N:21]1[CH2:26][CH2:25][O:24][CH2:23][CH2:22]1)[N:7]=2. (7) Reactant: [CH2:1]([O:3][C:4](=[O:19])[C:5]([C:10](=O)[C:11]1[CH:16]=[CH:15][CH:14]=[CH:13][C:12]=1[F:17])=[CH:6]N(C)C)[CH3:2].S(O)(O)(=O)=O.[NH2:25][C:26](=[NH:28])[SH:27].[CH3:29]C([O-])=O.[Na+].O. Product: [CH2:1]([O:3][C:4]([C:5]1[C:10]([C:11]2[CH:16]=[CH:15][CH:14]=[CH:13][C:12]=2[F:17])=[N:28][C:26]([S:27][CH3:29])=[N:25][CH:6]=1)=[O:19])[CH3:2]. The catalyst class is: 3. (8) Reactant: [NH:1]1[C:5]2[N:6]=[CH:7][CH:8]=[C:9]([CH:10]=[O:11])[C:4]=2[CH:3]=[CH:2]1.[H-].[Na+].I[CH2:15][CH3:16].[Cl-].[NH4+]. Product: [CH2:15]([N:1]1[C:5]2[N:6]=[CH:7][CH:8]=[C:9]([CH:10]=[O:11])[C:4]=2[CH:3]=[CH:2]1)[CH3:16]. The catalyst class is: 18. (9) Reactant: [Cl:1][C:2]1[N:7]=[C:6]([C:8]([C:10]2[CH:15]=[CH:14][CH:13]=[CH:12][CH:11]=2)=[O:9])[C:5]([CH:16]=[CH2:17])=[C:4]([NH:18][CH3:19])[N:3]=1.[CH2:20]([Mg]Br)[CH:21]=[CH2:22].CCOC(C)=O. Product: [Cl:1][C:2]1[N:7]=[C:6]([C:8]([C:10]2[CH:15]=[CH:14][CH:13]=[CH:12][CH:11]=2)([OH:9])[CH2:22][CH:21]=[CH2:20])[C:5]([CH:16]=[CH2:17])=[C:4]([NH:18][CH3:19])[N:3]=1. The catalyst class is: 1. (10) Reactant: FC(F)(F)C(O)=O.[C:8]([C:10]1[CH:15]=[CH:14][N:13]2[N:16]=[CH:17][C:18]([C:19]3[N:24]=[C:23]([NH:25][C@@H:26]4[CH2:31][CH2:30][CH2:29][N:28](C(OC(C)(C)C)=O)[CH2:27]4)[CH:22]=[CH:21][N:20]=3)=[C:12]2[CH:11]=1)#[N:9].C(=O)([O-])O.[Na+]. Product: [NH:28]1[CH2:29][CH2:30][CH2:31][C@@H:26]([NH:25][C:23]2[CH:22]=[CH:21][N:20]=[C:19]([C:18]3[CH:17]=[N:16][N:13]4[CH:14]=[CH:15][C:10]([C:8]#[N:9])=[CH:11][C:12]=34)[N:24]=2)[CH2:27]1. The catalyst class is: 4.